The task is: Binary Classification. Given a drug SMILES string, predict its activity (active/inactive) in a high-throughput screening assay against a specified biological target.. This data is from HIV replication inhibition screening data with 41,000+ compounds from the AIDS Antiviral Screen. The drug is COC(=O)C12CSCC1CC(c1ccc(N(C)C)cc1)N2. The result is 0 (inactive).